Dataset: Catalyst prediction with 721,799 reactions and 888 catalyst types from USPTO. Task: Predict which catalyst facilitates the given reaction. (1) The catalyst class is: 1. Reactant: [C:1](#[N:5])[CH2:2][C:3]#[N:4].CC(C)([O-])C.[K+].Br[C:13]([CH3:19])([CH3:18])[C:14]([O:16][CH3:17])=[O:15]. Product: [C:3]([CH:2]([C:1]#[N:5])[C:13]([CH3:19])([CH3:18])[C:14]([O:16][CH3:17])=[O:15])#[N:4]. (2) Reactant: [CH2:1]([NH:8][C:9]1[CH:14]=[CH:13][CH:12]=[C:11]([O:15][CH2:16][C:17]2[CH:22]=[CH:21][CH:20]=[CH:19][CH:18]=2)[C:10]=1[N+:23]([O-])=O)[C:2]1[CH:7]=[CH:6][CH:5]=[CH:4][CH:3]=1.S([O-])([O-])=S.[Na+].[Na+]. Product: [CH2:1]([NH:8][C:9]1[C:10]([NH2:23])=[C:11]([O:15][CH2:16][C:17]2[CH:22]=[CH:21][CH:20]=[CH:19][CH:18]=2)[CH:12]=[CH:13][CH:14]=1)[C:2]1[CH:3]=[CH:4][CH:5]=[CH:6][CH:7]=1. The catalyst class is: 40. (3) Reactant: [CH2:1]([O:3][C:4](=[O:27])[C@@H:5]([O:25][CH3:26])[CH2:6][C:7]1[CH:12]=[CH:11][C:10]([O:13][CH2:14][CH2:15][CH2:16][O:17][C:18]2[CH:23]=[CH:22][C:21](I)=[CH:20][CH:19]=2)=[CH:9][CH:8]=1)[CH3:2].[NH:28]1[CH2:33][CH2:32][O:31][CH2:30][CH2:29]1.C1(P(C2C=CC=CC=2)C2C=CC3C(=CC=CC=3)C=2C2C3C(=CC=CC=3)C=CC=2P(C2C=CC=CC=2)C2C=CC=CC=2)C=CC=CC=1.C(=O)([O-])[O-].[Cs+].[Cs+]. Product: [CH2:1]([O:3][C:4](=[O:27])[C@@H:5]([O:25][CH3:26])[CH2:6][C:7]1[CH:12]=[CH:11][C:10]([O:13][CH2:14][CH2:15][CH2:16][O:17][C:18]2[CH:23]=[CH:22][C:21]([N:28]3[CH2:33][CH2:32][O:31][CH2:30][CH2:29]3)=[CH:20][CH:19]=2)=[CH:9][CH:8]=1)[CH3:2]. The catalyst class is: 416. (4) Reactant: [Br:1][C:2]1[CH:3]=[CH:4][C:5](F)=[C:6]([CH:9]=1)[C:7]#[N:8].[CH3:11][C:12]1[N:13]=[CH:14][NH:15][CH:16]=1.C(=O)([O-])[O-].[K+].[K+].O. Product: [Br:1][C:2]1[CH:3]=[CH:4][C:5]([N:15]2[CH:16]=[C:12]([CH3:11])[N:13]=[CH:14]2)=[C:6]([CH:9]=1)[C:7]#[N:8]. The catalyst class is: 16. (5) Product: [Br-:1].[Br:1][C:2]1[CH:7]=[N:6][CH:5]=[C:4]([CH2:8][PH:17]([C:18]2[CH:19]=[CH:20][CH:21]=[CH:22][CH:23]=2)([C:24]2[CH:29]=[CH:28][CH:27]=[CH:26][CH:25]=2)[C:11]2[CH:12]=[CH:13][CH:14]=[CH:15][CH:16]=2)[CH:3]=1. The catalyst class is: 15. Reactant: [Br:1][C:2]1[CH:3]=[C:4]([CH2:8]O)[CH:5]=[N:6][CH:7]=1.Br.[C:11]1([P:17]([C:24]2[CH:29]=[CH:28][CH:27]=[CH:26][CH:25]=2)[C:18]2[CH:23]=[CH:22][CH:21]=[CH:20][CH:19]=2)[CH:16]=[CH:15][CH:14]=[CH:13][CH:12]=1. (6) Reactant: C[O:2][C:3]([C@H:5]1[C:14]2[C:9](=[CH:10][CH:11]=[CH:12][CH:13]=2)[N:8]([C:15]([C:17]2[CH:18]=[N:19][C:20](Cl)=[CH:21][CH:22]=2)=[O:16])[C@@H:7]([CH3:24])[CH2:6]1)=[O:4].[CH3:25][O-:26].[Na+].CO.Cl. Product: [CH3:25][O:26][C:20]1[N:19]=[CH:18][C:17]([C:15]([N:8]2[C:9]3[C:14](=[CH:13][CH:12]=[CH:11][CH:10]=3)[CH:5]([C:3]([OH:2])=[O:4])[CH2:6][CH:7]2[CH3:24])=[O:16])=[CH:22][CH:21]=1. The catalyst class is: 57. (7) Reactant: [CH3:1][O:2][C:3]1[CH:8]=[CH:7][C:6]([CH:9]([C:11]2[CH:16]=[CH:15][C:14]([O:17][CH2:18][CH:19]3[CH2:24][CH:23]([O:25][CH2:26][CH2:27][CH2:28][CH2:29][CH2:30][CH2:31][CH2:32][CH2:33][CH2:34][CH2:35][CH2:36][CH2:37][CH2:38][CH2:39][CH2:40][CH2:41][CH2:42][CH3:43])[CH:22]([O:44][CH2:45][CH2:46][CH2:47][CH2:48][CH2:49][CH2:50][CH2:51][CH2:52][CH2:53][CH2:54][CH2:55][CH2:56][CH2:57][CH2:58][CH2:59][CH2:60][CH2:61][CH3:62])[CH:21]([O:63][CH2:64][CH2:65][CH2:66][CH2:67][CH2:68][CH2:69][CH2:70][CH2:71][CH2:72][CH2:73][CH2:74][CH2:75][CH2:76][CH2:77][CH2:78][CH2:79][CH2:80][CH3:81])[CH2:20]3)=[CH:13][CH:12]=2)O)=[CH:5][CH:4]=1.[C:82](=[O:87])([O:84][CH2:85][CH3:86])[NH2:83].CS(O)(=O)=O.C(=O)([O-])[O-].[Na+].[Na+]. Product: [CH3:1][O:2][C:3]1[CH:4]=[CH:5][C:6]([CH:9]([NH:83][C:82](=[O:87])[O:84][CH2:85][CH3:86])[C:11]2[CH:16]=[CH:15][C:14]([O:17][CH2:18][CH:19]3[CH2:24][CH:23]([O:25][CH2:26][CH2:27][CH2:28][CH2:29][CH2:30][CH2:31][CH2:32][CH2:33][CH2:34][CH2:35][CH2:36][CH2:37][CH2:38][CH2:39][CH2:40][CH2:41][CH2:42][CH3:43])[CH:22]([O:44][CH2:45][CH2:46][CH2:47][CH2:48][CH2:49][CH2:50][CH2:51][CH2:52][CH2:53][CH2:54][CH2:55][CH2:56][CH2:57][CH2:58][CH2:59][CH2:60][CH2:61][CH3:62])[CH:21]([O:63][CH2:64][CH2:65][CH2:66][CH2:67][CH2:68][CH2:69][CH2:70][CH2:71][CH2:72][CH2:73][CH2:74][CH2:75][CH2:76][CH2:77][CH2:78][CH2:79][CH2:80][CH3:81])[CH2:20]3)=[CH:13][CH:12]=2)=[CH:7][CH:8]=1. The catalyst class is: 11. (8) Reactant: [Br:1]N1C(=O)CCC1=O.[CH2:9]([C:11]1[NH:31][C:14]2[N:15]=[C:16]([S:29][CH3:30])[N:17]=[C:18]([O:19][N:20]3[C:24]4[CH:25]=[CH:26][CH:27]=[CH:28][C:23]=4[N:22]=[N:21]3)[C:13]=2[CH:12]=1)[CH3:10]. Product: [Br:1][C:12]1[C:13]2[C:18]([O:19][N:20]3[C:24]4[CH:25]=[CH:26][CH:27]=[CH:28][C:23]=4[N:22]=[N:21]3)=[N:17][C:16]([S:29][CH3:30])=[N:15][C:14]=2[NH:31][C:11]=1[CH2:9][CH3:10]. The catalyst class is: 1.